From a dataset of Reaction yield outcomes from USPTO patents with 853,638 reactions. Predict the reaction yield, written as a fraction of the theoretical maximum amount of product (1.0 means a 100% yield; for example, 0.34 means a 34% yield). The reactants are [Cl:1][C:2]1[CH:7]=[C:6]([O:8][C:9]2[CH:14]=[CH:13][C:12]([N+:15]([O-])=O)=[CH:11][CH:10]=2)[N:5]=[CH:4][N:3]=1.[Cl-].[NH4+].C(O)C.O. The catalyst is [Fe].CCCCCC.C(OCC)(=O)C. The product is [Cl:1][C:2]1[N:3]=[CH:4][N:5]=[C:6]([O:8][C:9]2[CH:14]=[CH:13][C:12]([NH2:15])=[CH:11][CH:10]=2)[CH:7]=1. The yield is 0.790.